Dataset: Forward reaction prediction with 1.9M reactions from USPTO patents (1976-2016). Task: Predict the product of the given reaction. (1) The product is: [C:25]1([N:31]2[C:6]([C:8]3[C:13](=[O:14])[CH:12]=[CH:11][N:10]([C:15]4[CH:20]=[CH:19][CH:18]=[C:17]([C:21]([F:24])([F:23])[F:22])[CH:16]=4)[N:9]=3)=[N:5][CH:4]=[N:2]2)[CH:30]=[CH:29][CH:28]=[CH:27][CH:26]=1. Given the reactants C[N:2]([CH:4]=[N:5][C:6]([C:8]1[C:13](=[O:14])[CH:12]=[CH:11][N:10]([C:15]2[CH:20]=[CH:19][CH:18]=[C:17]([C:21]([F:24])([F:23])[F:22])[CH:16]=2)[N:9]=1)=O)C.[C:25]1([NH:31]N)[CH:30]=[CH:29][CH:28]=[CH:27][CH:26]=1, predict the reaction product. (2) Given the reactants [F:1][C:2](=[C:8]([C:11]1[CH:12]=[C:13]2[C:18](=[CH:19][C:20]=1[O:21][CH3:22])[O:17][C:16]([CH3:24])([CH3:23])[CH:15]=[C:14]2[C:25]([CH3:28])([CH3:27])[CH3:26])[CH2:9][CH3:10])[C:3](OCC)=[O:4].F/C(=C(/C1C=C2C(=CC=1OC)OC(C)(C)C=C2C(C)(C)C)\CC)/C(OCC)=O.[H-].C([Al+]CC(C)C)C(C)C, predict the reaction product. The product is: [C:25]([C:14]1[C:13]2[C:18](=[CH:19][C:20]([O:21][CH3:22])=[C:11](/[C:8](/[CH2:9][CH3:10])=[C:2](/[F:1])\[CH2:3][OH:4])[CH:12]=2)[O:17][C:16]([CH3:23])([CH3:24])[CH:15]=1)([CH3:28])([CH3:26])[CH3:27]. (3) Given the reactants [Cl:1][C:2]1[CH:8]=[C:7]([O:9][C:10]2[C:19]3[C:14](=[CH:15][C:16]([O:22][CH3:23])=[C:17]([O:20][CH3:21])[CH:18]=3)[N:13]=[CH:12][N:11]=2)[CH:6]=[CH:5][C:3]=1[NH2:4].C(N(CC)CC)C.ClC(Cl)(O[C:35](=[O:41])OC(Cl)(Cl)Cl)Cl.[N:43]1([CH2:49][CH2:50][NH2:51])[CH2:48][CH2:47][CH2:46][CH2:45][CH2:44]1, predict the reaction product. The product is: [Cl:1][C:2]1[CH:8]=[C:7]([O:9][C:10]2[C:19]3[C:14](=[CH:15][C:16]([O:22][CH3:23])=[C:17]([O:20][CH3:21])[CH:18]=3)[N:13]=[CH:12][N:11]=2)[CH:6]=[CH:5][C:3]=1[NH:4][C:35]([NH:51][CH2:50][CH2:49][N:43]1[CH2:48][CH2:47][CH2:46][CH2:45][CH2:44]1)=[O:41]. (4) Given the reactants Cl[C:2]1[C:7]2[N:8]=[C:9]([S:12][CH3:13])[N:10]=[CH:11][C:6]=2[CH:5]=[CH:4][N:3]=1.[CH3:14][C:15]1([CH2:20][NH2:21])[CH2:19][CH2:18][O:17][CH2:16]1, predict the reaction product. The product is: [CH3:14][C:15]1([CH2:20][NH:21][C:2]2[C:7]3[N:8]=[C:9]([S:12][CH3:13])[N:10]=[CH:11][C:6]=3[CH:5]=[CH:4][N:3]=2)[CH2:19][CH2:18][O:17][CH2:16]1. (5) Given the reactants [NH2:1][CH2:2][CH2:3][CH2:4][CH2:5][N:6]1[C:18]2[C:17]3[CH:16]=[CH:15][CH:14]=[CH:13][C:12]=3[N:11]=[C:10]([NH2:19])[C:9]=2[N:8]=[C:7]1[CH2:20][CH3:21].[C:22](Cl)(=[O:26])[CH:23]([CH3:25])[CH3:24], predict the reaction product. The product is: [NH2:19][C:10]1[C:9]2[N:8]=[C:7]([CH2:20][CH3:21])[N:6]([CH2:5][CH2:4][CH2:3][CH2:2][NH:1][C:22](=[O:26])[CH:23]([CH3:25])[CH3:24])[C:18]=2[C:17]2[CH:16]=[CH:15][CH:14]=[CH:13][C:12]=2[N:11]=1. (6) Given the reactants [CH2:1]([N:4]1[C:12]2[N:11]=[CH:10][NH:9][C:8]=2[C:7](=[O:13])[NH:6][C:5]1=[O:14])[CH2:2][CH3:3].[Cl:15]N1C(=O)CCC1=O, predict the reaction product. The product is: [Cl:15][C:10]1[NH:9][C:8]2[C:7](=[O:13])[NH:6][C:5](=[O:14])[N:4]([CH2:1][CH2:2][CH3:3])[C:12]=2[N:11]=1. (7) Given the reactants Br[CH2:2][C:3]1[CH:12]=[CH:11][C:6]([C:7]([O:9][CH3:10])=[O:8])=[CH:5][N:4]=1.[CH3:13][NH:14][CH3:15].O, predict the reaction product. The product is: [CH3:13][N:14]([CH2:2][C:3]1[CH:12]=[CH:11][C:6]([C:7]([O:9][CH3:10])=[O:8])=[CH:5][N:4]=1)[CH3:15]. (8) Given the reactants Cl[C:2]1[CH:7]=[C:6]([O:8][CH3:9])[CH:5]=[CH:4][N:3]=1.[CH2:10]([O:17][C:18]1[C:23]([CH:24]=[O:25])=[CH:22][CH:21]=[CH:20][C:19]=1B(O)O)[C:11]1[CH:16]=[CH:15][CH:14]=[CH:13][CH:12]=1, predict the reaction product. The product is: [CH2:10]([O:17][C:18]1[C:19]([C:2]2[CH:7]=[C:6]([O:8][CH3:9])[CH:5]=[CH:4][N:3]=2)=[CH:20][CH:21]=[CH:22][C:23]=1[CH:24]=[O:25])[C:11]1[CH:12]=[CH:13][CH:14]=[CH:15][CH:16]=1.